This data is from Peptide-MHC class II binding affinity with 134,281 pairs from IEDB. The task is: Regression. Given a peptide amino acid sequence and an MHC pseudo amino acid sequence, predict their binding affinity value. This is MHC class II binding data. (1) The peptide sequence is WKSILTDPRVKIMRS. The MHC is DRB1_1302 with pseudo-sequence DRB1_1302. The binding affinity (normalized) is 0.909. (2) The MHC is DRB1_0101 with pseudo-sequence DRB1_0101. The binding affinity (normalized) is 0.608. The peptide sequence is SLRLVDAMVYTSDLL. (3) The peptide sequence is TIPNIMFFSTMKRPS. The MHC is DRB3_0202 with pseudo-sequence DRB3_0202. The binding affinity (normalized) is 0.151. (4) The peptide sequence is TPFSLAEGIVLASAA. The MHC is DRB3_0101 with pseudo-sequence DRB3_0101. The binding affinity (normalized) is 0.652. (5) The peptide sequence is NSCAKNYNCKILPNT. The MHC is HLA-DPA10201-DPB10501 with pseudo-sequence HLA-DPA10201-DPB10501. The binding affinity (normalized) is 0.333. (6) The peptide sequence is GNIVAVDIKPKDSDE. The binding affinity (normalized) is 0.151. The MHC is DRB1_0901 with pseudo-sequence DRB1_0901. (7) The peptide sequence is LQLHVDKAVSGLRSL. The MHC is DRB1_0405 with pseudo-sequence DRB1_0405. The binding affinity (normalized) is 0.121. (8) The peptide sequence is PAPMLAAAAGWQTLS. The MHC is DRB1_0802 with pseudo-sequence DRB1_0802. The binding affinity (normalized) is 0.545. (9) The peptide sequence is KQQGIRYANPIAFFR. The binding affinity (normalized) is 0.582. The MHC is DRB1_1001 with pseudo-sequence DRB1_1001. (10) The peptide sequence is INEPTAAAIFYGLDR. The MHC is HLA-DQA10501-DQB10301 with pseudo-sequence HLA-DQA10501-DQB10301. The binding affinity (normalized) is 0.831.